Dataset: Peptide-MHC class I binding affinity with 185,985 pairs from IEDB/IMGT. Task: Regression. Given a peptide amino acid sequence and an MHC pseudo amino acid sequence, predict their binding affinity value. This is MHC class I binding data. The peptide sequence is LVFNSISAR. The MHC is HLA-A68:01 with pseudo-sequence HLA-A68:01. The binding affinity (normalized) is 0.541.